The task is: Regression. Given two drug SMILES strings and cell line genomic features, predict the synergy score measuring deviation from expected non-interaction effect.. This data is from NCI-60 drug combinations with 297,098 pairs across 59 cell lines. (1) Drug 1: CC1=C(C(=CC=C1)Cl)NC(=O)C2=CN=C(S2)NC3=CC(=NC(=N3)C)N4CCN(CC4)CCO. Drug 2: COC1=C2C(=CC3=C1OC=C3)C=CC(=O)O2. Cell line: HOP-62. Synergy scores: CSS=15.8, Synergy_ZIP=-4.17, Synergy_Bliss=-9.49, Synergy_Loewe=0.107, Synergy_HSA=-6.44. (2) Drug 1: CC1CCC2CC(C(=CC=CC=CC(CC(C(=O)C(C(C(=CC(C(=O)CC(OC(=O)C3CCCCN3C(=O)C(=O)C1(O2)O)C(C)CC4CCC(C(C4)OC)O)C)C)O)OC)C)C)C)OC. Drug 2: CC1=C(C(=O)C2=C(C1=O)N3CC4C(C3(C2COC(=O)N)OC)N4)N. Cell line: SN12C. Synergy scores: CSS=39.5, Synergy_ZIP=-7.47, Synergy_Bliss=-6.49, Synergy_Loewe=-4.54, Synergy_HSA=-2.53. (3) Drug 1: C1CCN(CC1)CCOC2=CC=C(C=C2)C(=O)C3=C(SC4=C3C=CC(=C4)O)C5=CC=C(C=C5)O. Drug 2: CN1C(=O)N2C=NC(=C2N=N1)C(=O)N. Cell line: SK-MEL-2. Synergy scores: CSS=-10.7, Synergy_ZIP=4.40, Synergy_Bliss=-0.291, Synergy_Loewe=-0.700, Synergy_HSA=-7.81. (4) Drug 1: C1C(C(OC1N2C=C(C(=O)NC2=O)F)CO)O. Drug 2: CC=C1C(=O)NC(C(=O)OC2CC(=O)NC(C(=O)NC(CSSCCC=C2)C(=O)N1)C(C)C)C(C)C. Cell line: UACC-257. Synergy scores: CSS=25.5, Synergy_ZIP=-1.19, Synergy_Bliss=-0.596, Synergy_Loewe=-33.3, Synergy_HSA=-1.01. (5) Drug 1: CS(=O)(=O)C1=CC(=C(C=C1)C(=O)NC2=CC(=C(C=C2)Cl)C3=CC=CC=N3)Cl. Synergy scores: CSS=35.4, Synergy_ZIP=0.215, Synergy_Bliss=-2.15, Synergy_Loewe=-13.1, Synergy_HSA=-1.09. Cell line: OVCAR-8. Drug 2: C1=NC2=C(N=C(N=C2N1C3C(C(C(O3)CO)O)F)Cl)N.